Dataset: Experimentally validated miRNA-target interactions with 360,000+ pairs, plus equal number of negative samples. Task: Binary Classification. Given a miRNA mature sequence and a target amino acid sequence, predict their likelihood of interaction. (1) The miRNA is hsa-miR-4732-5p with sequence UGUAGAGCAGGGAGCAGGAAGCU. The protein sequence of the target gene is MAAAALRAPTQVTVSPETHMDLTKGCVTFEDIAIYFSQDEWGLLDEAQRLLYLEVMLENFALVASLGCGHGTEDEETPSDQNVSVGVSQSKAGSSTQKTQSCEMCVPVLKDILHLADLPGQKPYLVGECTNHHQHQKHHSAKKSLKRDMDRASYVKCCLFCMSLKPFRKWEVGKDLPAMLRLLRSLVFPGGKKPGTITECGEDIRSQKSHYKSGECGKASRHKHTPVYHPRVYTGKKLYECSKCGKAFRGKYSLVQHQRVHTGERPWECNECGKFFSQTSHLNDHRRIHTGERPYECSEC.... Result: 1 (interaction). (2) The miRNA is hsa-miR-92b-3p with sequence UAUUGCACUCGUCCCGGCCUCC. The protein sequence of the target gene is MATESTPSEIIERERKKLLEILQHDPDSILDTLTSRRLISEEEYETLENVTDLLKKSRKLLILVQKKGEATCQHFLKCLFSTFPQSAAICGLRHEVLKHENTVPPQSMGASSNSEDAFSPGIKQPEAPEITVFFSEKEHLDLETSEFFRDKKTSYRETALSARKNEKEYDTPEVTLSYSVEKVGCEVPATITYIKDGQRYEELDDSLYLGKEEYLGSVDTPEDAEATVEEEVYDDPEHVGYDGEEDFENSETTEFSGEEPSYEGSETSLSLEEEQEKSIEERKKVFKDVLLCLNMDRSRK.... Result: 1 (interaction). (3) The miRNA is hsa-miR-4520-3p with sequence UUGGACAGAAAACACGCAGGAA. The protein sequence of the target gene is MAKAGDKSSSSGKKSLKRKAAAEELQEAAGAGDGATENGVQPPKAAAFPPGFSISEIKNKQRRHLMFTRWKQQQRKEKLAAKKKLKKEREALGDKAPPKPVPKTIDNQRVYDETTVDPNDEEVAYDEATDEFASYFNKQTSPKILITTSDRPHGRTVRLCEQLSTVIPNSHVYYRRGLALKKIIPQCIARDFTDLIVINEDRKTPNGLILSHLPNGPTAHFKMSSVRLRKEIKRRGKDPTEHIPEIILNNFTTRLGHSIGRMFASLFPHNPQFIGRQVATFHNQRDYIFFRFHRYIFRSE.... Result: 0 (no interaction). (4) The miRNA is bta-miR-15a with sequence UAGCAGCACAUAAUGGUUUGU. The protein sequence of the target gene is MRLFYRLLKQPVPKQIERYSRFSPSPLSIKQFLDFGRDNACEKTSYMFLRKELPVRLANTMREVNLLPDNLLNRPSVGLVQSWYMQSFLELLEYENKSPEDPRVLDNFLNVLINIRNRHNDVVPTMAQGVIEYKEKFGFDPFISSNIQYFLDRFYTNRISFRMLINQHTLLFGGDTNPAHPKHIGSIDPTCNVADVVKDAYETAKMLCEQYYLVAPELEVEEFNAKAPNKPIQVVYVPSHLFHMLFELFKNSMRATVELHEDKKEGYPAVKTLVTLGKEDLSIKISDLGGGVPLRKIDRL.... Result: 0 (no interaction). (5) The miRNA is hsa-let-7g-5p with sequence UGAGGUAGUAGUUUGUACAGUU. The protein sequence of the target gene is MQPSGWAAAREAAGRDMLAADLRCSLFASALQSYKRDSVLRPFPASYARGDCKDFEALLADASKLPNLKELLQSSGDNHKRAWDLVSWILSSKVLTIHSAGKAEFEKIQKLTGAPHTPVPAPDFLFEIEYFDPANAKFYETKGERDLIYAFHGSRLENFHSIIHNGLHCHLNKTSLFGEGTYLTSDLSLALIYSPHGHGWQHSLLGPILSCVAVCEVIDHPDVKCQTKKKDSKEIDRRRARIKHSEGGDIPPKYFVVTNNQLLRVKYLLVYSQKPPKRASSQLSWFSSHWFTVMISLYLL.... Result: 1 (interaction). (6) The miRNA is mmu-miR-181a-5p with sequence AACAUUCAACGCUGUCGGUGAGU. The protein sequence of the target gene is MASLGRQVPEWHRLLALSWACLVRQTPHLREQKQMSPSLSCKLTTVPGRGSFQEFSSITPQKYMQEPENRTRLVQCLHEEQKPCVDPESLEPEKVIRSLQDMGFAEAHIHSLFSIQPSVHPQQLLGIVSELLLLGLNPEPVFNALKKNPQLLKLSSMQMKRRSSYLRKLGLGEGKLKRVLSVCPEVFTMHQRDIDRVVKVLREKCLFTAQHITDVLHRCPTVLQEDPNELEYKFQYAYFRMGLTHLDIVRTNFLQYSITKIKQRHIYLERLGRYQTPDKKGQTQIPNPSLRNILRVSEAE.... Result: 0 (no interaction). (7) The miRNA is hsa-miR-6502-3p with sequence UAGACCAUCUUUCUAGAGUAU. The protein sequence of the target gene is MADEGKSYSEHDDERVNFPQRKKKGRGPFRWKYGEGNRRSGRGGSGIRSSRLEEDDGDVAMSDAQDGPRVRYNPYTTRPNRRGDTWHDRDRIHVTVRRDRAPPERGGAGTSQDGTSKNWFKITIPYGRKYDKAWLLSMIQSKCSVPFTPIEFHYENTRAQFFVEDASTASALKAVNYKILDRENRRISIIINSSAPPHTILNELKPEQVEQLKLIMSKRYDGSQQALDLKGLRSDPDLVAQNIDVVLNRRSCMAATLRIIEENIPELLSLNLSNNRLYRLDDMSSIVQKAPNLKILNLSG.... Result: 0 (no interaction). (8) The miRNA is cel-miR-38-3p with sequence UCACCGGGAGAAAAACUGGAGU. The protein sequence of the target gene is MWSGRSSFTSLVVGVFVVYVVHTCWVMYGIVYTRPCSGDANCIQPYLARRPKLQLSVYTTTRSHLGAENNIDLVLNVEDFDVESKFERTVNVSVPKKTRNNGTLYAYIFLHHAGVLPWHDGKQVHLVSPLTTYMVPKPEEINLLTGESDTQQIEAEKKPTSALDEPVSHWRPRLALNVMADNFVFDGSSLPADVHRYMKMIQLGKTVHYLPILFIDQLSNRVKDLMVINRSTTELPLTVSYDKVSLGRLRFWIHMQDAVYSLQQFGFSEKDADEVKGIFVDTNLYFLALTFFVAAFHLLF.... Result: 0 (no interaction). (9) The miRNA is hsa-miR-4494 with sequence CCAGACUGUGGCUGACCAGAGG. The protein sequence of the target gene is MSLRFGATCLLSFSFLLLITSSDGRTGLGKGFGDHIHWRTLEDGKKEAAASGLPLMVIIHKSWCGACKALKPKFAESTEISELSHNFVMVNLEDEEEPRDEDFSPDGGYIPRILFLDPSGKVRPEIINESGNPSYKYFYVSAEQVVQGMKEAQERLTGDAFREKHFQDEL. Result: 0 (no interaction). (10) The miRNA is hsa-miR-4647 with sequence GAAGAUGGUGCUGUGCUGAGGAA. The protein sequence of the target gene is MFQAFPGDYDSGSRCSSSPSAESQYLSSVDSFGSPPTAAASQECAGLGEMPGSFVPTVTAITTSQDLQWLVQPTLISSMAQSQGQPLASQPPAVDPYDMPGTSYSTPGLSAYSTGGASGSGGPSTSTTTSGPVSARPARARPRRPREETLTPEEEEKRRVRRERNKLAAAKCRNRRRELTDRLQAETDQLEEEKAELESEIAELQKEKERLEFVLVAHKPGCKIPYEEGPGPGPLAEVRDLPGSTSAKEDGFGWLLPPPPPPPLPFQSSRDAPPNLTASLFTHSEVQVLGDPFPVVSPSY.... Result: 0 (no interaction).